Dataset: Reaction yield outcomes from USPTO patents with 853,638 reactions. Task: Predict the reaction yield, written as a fraction of the theoretical maximum amount of product (1.0 means a 100% yield; for example, 0.34 means a 34% yield). The reactants are Cl.[CH2:2]([O:9][C:10]1[CH:19]=[C:18]2[C:13]([C:14]([Cl:20])=[N:15][CH:16]=[N:17]2)=[CH:12][C:11]=1[O:21][CH3:22])[C:3]1[CH:8]=[CH:7][CH:6]=[CH:5][CH:4]=1.[Cl:23][C:24]1[C:25]([F:31])=[C:26]([CH:28]=[CH:29][CH:30]=1)[NH2:27]. The catalyst is O1CCOCC1.C(#N)C. The product is [ClH:20].[CH2:2]([O:9][C:10]1[CH:19]=[C:18]2[C:13]([C:14]([NH:27][C:26]3[CH:28]=[CH:29][CH:30]=[C:24]([Cl:23])[C:25]=3[F:31])=[N:15][CH:16]=[N:17]2)=[CH:12][C:11]=1[O:21][CH3:22])[C:3]1[CH:8]=[CH:7][CH:6]=[CH:5][CH:4]=1. The yield is 0.960.